Task: Regression. Given a peptide amino acid sequence and an MHC pseudo amino acid sequence, predict their binding affinity value. This is MHC class II binding data.. Dataset: Peptide-MHC class II binding affinity with 134,281 pairs from IEDB (1) The peptide sequence is AAATAGTTVYGQFAA. The MHC is HLA-DPA10103-DPB10601 with pseudo-sequence HLA-DPA10103-DPB10601. The binding affinity (normalized) is 0. (2) The binding affinity (normalized) is 0.149. The peptide sequence is HIEIRNTRNLTYID. The MHC is DRB1_0301 with pseudo-sequence DRB1_0301.